From a dataset of Full USPTO retrosynthesis dataset with 1.9M reactions from patents (1976-2016). Predict the reactants needed to synthesize the given product. Given the product [N+:24]([C:27]1[CH:28]=[N:29][N:30]([CH2:16][CH2:17][C:18]2[CH:23]=[CH:22][N:21]=[CH:20][CH:19]=2)[CH:31]=1)([O-:26])=[O:25], predict the reactants needed to synthesize it. The reactants are: CC(OC(/N=N/C(OC(C)C)=O)=O)C.O[CH2:16][CH2:17][C:18]1[CH:23]=[CH:22][N:21]=[CH:20][CH:19]=1.[N+:24]([C:27]1[CH:28]=[N:29][NH:30][CH:31]=1)([O-:26])=[O:25].C1(P(C2C=CC=CC=2)C2C=CC=CC=2)C=CC=CC=1.